This data is from Peptide-MHC class I binding affinity with 185,985 pairs from IEDB/IMGT. The task is: Regression. Given a peptide amino acid sequence and an MHC pseudo amino acid sequence, predict their binding affinity value. This is MHC class I binding data. (1) The peptide sequence is MAAAAFPAL. The MHC is HLA-C05:01 with pseudo-sequence HLA-C05:01. The binding affinity (normalized) is 0.287. (2) The binding affinity (normalized) is 0.168. The peptide sequence is SGIVSSQCTV. The MHC is H-2-Kb with pseudo-sequence H-2-Kb. (3) The peptide sequence is YASALVLLI. The MHC is HLA-A02:02 with pseudo-sequence HLA-A02:02. The binding affinity (normalized) is 0.892. (4) The peptide sequence is LRNIYETEF. The MHC is HLA-B15:01 with pseudo-sequence HLA-B15:01. The binding affinity (normalized) is 0.0847.